Task: Predict the product of the given reaction.. Dataset: Forward reaction prediction with 1.9M reactions from USPTO patents (1976-2016) (1) The product is: [C:1]([O:5][C:6]([N:8]1[CH2:12][C@@H:11]([CH2:13][N:14]([CH:31]([CH3:33])[CH3:32])[C:15](=[O:30])[C:16]2[CH:21]=[CH:20][C:19]([O:22][CH3:23])=[C:18]([O:24][CH2:25][CH2:26][CH2:27][O:28][CH3:29])[CH:17]=2)[C@H:10]([C:34](=[O:35])[NH:66][CH2:59][C:60]2[CH:65]=[CH:64][CH:63]=[CH:62][CH:61]=2)[CH2:9]1)=[O:7])([CH3:3])([CH3:2])[CH3:4]. Given the reactants [C:1]([O:5][C:6]([N:8]1[CH2:12][C@@H:11]([CH2:13][N:14]([CH:31]([CH3:33])[CH3:32])[C:15](=[O:30])[C:16]2[CH:21]=[CH:20][C:19]([O:22][CH3:23])=[C:18]([O:24][CH2:25][CH2:26][CH2:27][O:28][CH3:29])[CH:17]=2)[C@H:10]([C:34](O)=[O:35])[CH2:9]1)=[O:7])([CH3:4])([CH3:3])[CH3:2].O=C1N(P(Cl)(N2CCOC2=O)=O)CCO1.C(N(CC)CC)C.[CH2:59]([NH2:66])[C:60]1[CH:65]=[CH:64][CH:63]=[CH:62][CH:61]=1, predict the reaction product. (2) Given the reactants FC(F)(F)S(O[C:7]1[CH:15]=[CH:14][C:13]([C:16]2[N:17]([C:32]([O:34][C:35]([CH3:38])([CH3:37])[CH3:36])=[O:33])[C:18]3[C:23]([CH:24]=2)=[CH:22][C:21]([CH2:25][N:26]2[CH2:31][CH2:30][CH2:29][CH2:28][CH2:27]2)=[CH:20][CH:19]=3)=[C:12]2[C:8]=1[CH2:9][NH:10][C:11]2=[O:39])(=O)=O.[C:42](=[O:45])([O-])[O-].[K+].[K+].O, predict the reaction product. The product is: [OH:45][CH2:42][C:7]1[CH:15]=[CH:14][C:13]([C:7]2[CH:15]=[CH:14][C:13]([C:16]3[N:17]([C:32]([O:34][C:35]([CH3:37])([CH3:36])[CH3:38])=[O:33])[C:18]4[C:23]([CH:24]=3)=[CH:22][C:21]([CH2:25][N:26]3[CH2:31][CH2:30][CH2:29][CH2:28][CH2:27]3)=[CH:20][CH:19]=4)=[C:12]3[C:8]=2[CH2:9][NH:10][C:11]3=[O:39])=[CH:12][CH:8]=1. (3) Given the reactants Cl[C:2]1[N:7]=[C:6]([NH:8][C:9]2[CH:14]=[CH:13][C:12]([O:15][CH3:16])=[CH:11][C:10]=2[N:17]2[CH:21]=[CH:20][CH:19]=[N:18]2)[C:5]([Cl:22])=[CH:4][N:3]=1.[NH2:23][C:24]1[CH:37]=[CH:36][C:27]2[NH:28][C:29](=[O:35])[CH2:30][CH2:31][C:32]([CH3:34])([CH3:33])[C:26]=2[CH:25]=1, predict the reaction product. The product is: [Cl:22][C:5]1[C:6]([NH:8][C:9]2[CH:14]=[CH:13][C:12]([O:15][CH3:16])=[CH:11][C:10]=2[N:17]2[CH:21]=[CH:20][CH:19]=[N:18]2)=[N:7][C:2]([NH:23][C:24]2[CH:37]=[CH:36][C:27]3[NH:28][C:29](=[O:35])[CH2:30][CH2:31][C:32]([CH3:34])([CH3:33])[C:26]=3[CH:25]=2)=[N:3][CH:4]=1. (4) Given the reactants Br[C:2]1[C:9]([O:10][CH2:11][O:12][CH3:13])=[CH:8][C:5]([CH:6]=[O:7])=[C:4]([F:14])[CH:3]=1.[O:15]1[CH:19]=[CH:18][C:17](B(O)O)=[CH:16]1.C([O-])([O-])=O.[Cs+].[Cs+], predict the reaction product. The product is: [F:14][C:4]1[CH:3]=[C:2]([C:17]2[CH:18]=[CH:19][O:15][CH:16]=2)[C:9]([O:10][CH2:11][O:12][CH3:13])=[CH:8][C:5]=1[CH:6]=[O:7]. (5) Given the reactants [N:1]([CH2:4][C@@H:5]([C:14]1[CH:23]=[CH:22][C:21]([O:24]CC2C=CC=CC=2)=[C:20]2[C:15]=1[CH:16]=[CH:17][C:18](=[O:32])[NH:19]2)[O:6][Si:7]([C:10]([CH3:13])([CH3:12])[CH3:11])([CH3:9])[CH3:8])=[N+]=[N-].[CH:33]([O-:35])=[O:34].[NH4+], predict the reaction product. The product is: [CH:33]([OH:35])=[O:34].[NH2:1][CH2:4][C@@H:5]([C:14]1[CH:23]=[CH:22][C:21]([OH:24])=[C:20]2[C:15]=1[CH:16]=[CH:17][C:18](=[O:32])[NH:19]2)[O:6][Si:7]([C:10]([CH3:13])([CH3:12])[CH3:11])([CH3:9])[CH3:8]. (6) Given the reactants [OH:1][C:2]1[CH:3]=[C:4]([CH:7]=[CH:8][CH:9]=1)[CH:5]=[O:6].CC(C)([O-])C.[K+].C(O)(C)(C)C.Br[CH2:22][C:23]([O:25][C:26]([CH3:29])([CH3:28])[CH3:27])=[O:24], predict the reaction product. The product is: [C:26]([O:25][C:23](=[O:24])[CH2:22][O:1][C:2]1[CH:9]=[CH:8][CH:7]=[C:4]([CH:5]=[O:6])[CH:3]=1)([CH3:29])([CH3:28])[CH3:27]. (7) Given the reactants [F:1][C:2]([F:17])([F:16])[O:3][C:4]1[CH:15]=[CH:14][C:7]([CH2:8][CH:9]([C:12]#[N:13])[C:10]#[N:11])=[CH:6][CH:5]=1.[H-].[Na+].Br[CH2:21][CH2:22][C:23]([F:27])=[C:24]([F:26])[F:25], predict the reaction product. The product is: [F:27][C:23](=[C:24]([F:26])[F:25])[CH2:22][CH2:21][C:9]([CH2:8][C:7]1[CH:6]=[CH:5][C:4]([O:3][C:2]([F:16])([F:17])[F:1])=[CH:15][CH:14]=1)([C:12]#[N:13])[C:10]#[N:11]. (8) Given the reactants Br[C:2]1[CH:3]=[C:4]([NH:10][C:11]2[CH:21]=[C:14]3[CH2:15][N:16]([CH3:20])[C:17](=[O:19])[CH2:18][N:13]3[N:12]=2)[C:5](=[O:9])[N:6]([CH3:8])[CH:7]=1.[B:22]1([B:22]2[O:26][C:25]([CH3:28])([CH3:27])[C:24]([CH3:30])([CH3:29])[O:23]2)[O:26][C:25]([CH3:28])([CH3:27])[C:24]([CH3:30])([CH3:29])[O:23]1.CC(C1C=C(C(C)C)C(C2C=CC=CC=2P(C2CCCCC2)C2CCCCC2)=C(C(C)C)C=1)C.C([O-])(=O)C.[K+], predict the reaction product. The product is: [CH3:20][N:16]1[C:17](=[O:19])[CH2:18][N:13]2[N:12]=[C:11]([NH:10][C:4]3[C:5](=[O:9])[N:6]([CH3:8])[CH:7]=[C:2]([B:22]4[O:26][C:25]([CH3:28])([CH3:27])[C:24]([CH3:30])([CH3:29])[O:23]4)[CH:3]=3)[CH:21]=[C:14]2[CH2:15]1. (9) Given the reactants C(O[CH:4](OCC)[CH2:5][S:6][C:7]1[CH:12]=[CH:11][CH:10]=[C:9]([O:13][CH3:14])[CH:8]=1)C.FB(F)F.C(=O)(O)[O-].[Na+], predict the reaction product. The product is: [CH3:14][O:13][C:9]1[C:8]2[CH:4]=[CH:5][S:6][C:7]=2[CH:12]=[CH:11][CH:10]=1.[CH3:14][O:13][C:9]1[CH:10]=[CH:11][C:12]2[CH:4]=[CH:5][S:6][C:7]=2[CH:8]=1.